This data is from Catalyst prediction with 721,799 reactions and 888 catalyst types from USPTO. The task is: Predict which catalyst facilitates the given reaction. Reactant: [CH2:1]([N:8]1[CH2:25][CH2:24][C:11]2([C:14](=[O:15])[N:13](OCC3C=CC=CC=3)[CH2:12]2)[CH2:10][CH2:9]1)[C:2]1[CH:7]=[CH:6][CH:5]=[CH:4][CH:3]=1. Product: [CH2:1]([N:8]1[CH2:9][CH2:10][C:11]2([C:14](=[O:15])[NH:13][CH2:12]2)[CH2:24][CH2:25]1)[C:2]1[CH:3]=[CH:4][CH:5]=[CH:6][CH:7]=1. The catalyst class is: 94.